Task: Binary Classification. Given a drug SMILES string, predict its activity (active/inactive) in a high-throughput screening assay against a specified biological target.. Dataset: M1 muscarinic receptor agonist screen with 61,833 compounds (1) The compound is O(C(=O)C=1C(C(=C(N(C1C)C)C)C(OCC)=O)c1ccncc1)CC. The result is 0 (inactive). (2) The drug is S(CC(=O)NCCOc1ccccc1)c1sc(NC(=O)C)nn1. The result is 0 (inactive). (3) The compound is O=C(NC(CCCC)c1[nH]c2c(n1)cccc2)C. The result is 0 (inactive). (4) The molecule is s1cc(C(=O)N2CCCCCC2)cc1C. The result is 0 (inactive).